This data is from Catalyst prediction with 721,799 reactions and 888 catalyst types from USPTO. The task is: Predict which catalyst facilitates the given reaction. The catalyst class is: 61. Product: [Br-:1].[CH3:2][NH:3][CH2:4][CH2:5][CH2:6][C:7]([NH:8][CH2:9][CH2:10][CH2:11][CH2:12][P+:13]([C:26]1[CH:27]=[CH:28][CH:29]=[CH:30][CH:31]=1)([C:20]1[CH:21]=[CH:22][CH:23]=[CH:24][CH:25]=1)[C:14]1[CH:15]=[CH:16][CH:17]=[CH:18][CH:19]=1)=[O:32]. Reactant: [Br-:1].[CH3:2][N:3](C(=O)OC(C)(C)C)[CH2:4][CH2:5][CH2:6][C:7](=[O:32])[NH:8][CH2:9][CH2:10][CH2:11][CH2:12][P+:13]([C:26]1[CH:31]=[CH:30][CH:29]=[CH:28][CH:27]=1)([C:20]1[CH:25]=[CH:24][CH:23]=[CH:22][CH:21]=1)[C:14]1[CH:19]=[CH:18][CH:17]=[CH:16][CH:15]=1.Cl.C(OCC)C.N.